This data is from Forward reaction prediction with 1.9M reactions from USPTO patents (1976-2016). The task is: Predict the product of the given reaction. (1) Given the reactants [OH:1][C:2]1[CH:28]=[CH:27][C:5]([C:6]([C:8]2[CH:24]=[CH:23][C:22]([O:25][CH3:26])=[CH:21][C:9]=2[O:10][C:11]([CH3:20])([CH3:19])[C:12]([O:14]C(C)(C)C)=[O:13])=[O:7])=[CH:4][CH:3]=1.[C:29]1([CH2:35][CH2:36]O)[CH:34]=[CH:33][CH:32]=[CH:31][CH:30]=1.C(P(CCCC)CCCC)CCC.CCCCCC, predict the reaction product. The product is: [CH3:26][O:25][C:22]1[CH:23]=[CH:24][C:8]([C:6](=[O:7])[C:5]2[CH:4]=[CH:3][C:2]([O:1][CH2:36][CH2:35][C:29]3[CH:34]=[CH:33][CH:32]=[CH:31][CH:30]=3)=[CH:28][CH:27]=2)=[C:9]([CH:21]=1)[O:10][C:11]([CH3:19])([CH3:20])[C:12]([OH:14])=[O:13]. (2) Given the reactants [C:1]([Si:5]([CH3:20])([CH3:19])[O:6][CH2:7][CH2:8][CH2:9][S@:10]([C:13]1[CH:18]=[CH:17][CH:16]=[CH:15][CH:14]=1)(=[NH:12])=[O:11])([CH3:4])([CH3:3])[CH3:2].C(N(CC)C(C)C)(C)C.[Br:30][C:31]1([CH:39]=[CH:38][CH:37]=[N:36][CH2:35]1)C(O)=O.F[P-](F)(F)(F)(F)F.N1(O[P+](N(C)C)(N(C)C)N(C)C)C2C=CC=CC=2N=N1.[C:67]([O-:70])(O)=O.[Na+], predict the reaction product. The product is: [Br:30][C:31]1[CH:35]=[N:36][CH:37]=[C:38]([CH:39]=1)[C:67]([N:12]=[S@@:10]([CH2:9][CH2:8][CH2:7][O:6][Si:5]([C:1]([CH3:2])([CH3:4])[CH3:3])([CH3:20])[CH3:19])(=[O:11])[C:13]1[CH:18]=[CH:17][CH:16]=[CH:15][CH:14]=1)=[O:70]. (3) Given the reactants [Br:1][C:2]1[C:10]2[N:9]=[CH:8][N:7]([CH2:11][C:12]3[CH:17]=[CH:16][CH:15]=[C:14]([Cl:18])[C:13]=3[CH3:19])[C:6]=2[CH:5]=[C:4]([N+:20]([O-])=O)[CH:3]=1.O.O.[Sn](Cl)Cl.Cl, predict the reaction product. The product is: [Br:1][C:2]1[C:10]2[N:9]=[CH:8][N:7]([CH2:11][C:12]3[CH:17]=[CH:16][CH:15]=[C:14]([Cl:18])[C:13]=3[CH3:19])[C:6]=2[CH:5]=[C:4]([NH2:20])[CH:3]=1. (4) Given the reactants [C:1]([O:5][C:6]([N:8]1[CH2:16][C:15]2[C:10](=[CH:11][CH:12]=[C:13](Br)[CH:14]=2)[CH2:9]1)=[O:7])([CH3:4])([CH3:3])[CH3:2].C(P(C(C)(C)C)C1C=CC=CC=1C1C=CC=CC=1)(C)(C)C.CC(C)([O-])C.[Na+].[CH3:45][N:46]1[CH2:51][CH2:50][NH:49][CH2:48][CH2:47]1, predict the reaction product. The product is: [C:1]([O:5][C:6]([N:8]1[CH2:16][C:15]2[C:10](=[CH:11][CH:12]=[C:13]([N:49]3[CH2:50][CH2:51][N:46]([CH3:45])[CH2:47][CH2:48]3)[CH:14]=2)[CH2:9]1)=[O:7])([CH3:4])([CH3:3])[CH3:2]. (5) Given the reactants [CH:1]1([CH2:4][O:5][NH:6][C:7]([C:9]2[C:22]([NH:23][C:24]3[CH:29]=[CH:28][C:27]([Br:30])=[CH:26][C:25]=3[Cl:31])=[C:21]([F:32])[C:12]3[N:13]=[CH:14][N:15]([CH2:16][CH2:17][CH2:18][CH2:19]Cl)[C:11]=3[CH:10]=2)=[O:8])[CH2:3][CH2:2]1.[I-].[Na+].[CH3:35][N:36]1[CH2:41][CH2:40][NH:39][CH2:38][CH2:37]1, predict the reaction product. The product is: [CH:1]1([CH2:4][O:5][NH:6][C:7]([C:9]2[C:22]([NH:23][C:24]3[CH:29]=[CH:28][C:27]([Br:30])=[CH:26][C:25]=3[Cl:31])=[C:21]([F:32])[C:12]3[N:13]=[CH:14][N:15]([CH2:16][CH2:17][CH2:18][CH2:19][N:39]4[CH2:40][CH2:41][N:36]([CH3:35])[CH2:37][CH2:38]4)[C:11]=3[CH:10]=2)=[O:8])[CH2:2][CH2:3]1. (6) Given the reactants [CH3:1][C:2]1[CH:11]=[C:10]([CH:12]([N:14]2[CH2:19][CH2:18][CH2:17][CH2:16][CH2:15]2)[CH3:13])[CH:9]=[CH:8][C:3]=1[C:4]([O:6]C)=[O:5].O1CCCC1.CO.[OH-].[Li+], predict the reaction product. The product is: [CH3:1][C:2]1[CH:11]=[C:10]([CH:12]([N:14]2[CH2:19][CH2:18][CH2:17][CH2:16][CH2:15]2)[CH3:13])[CH:9]=[CH:8][C:3]=1[C:4]([OH:6])=[O:5].